From a dataset of Reaction yield outcomes from USPTO patents with 853,638 reactions. Predict the reaction yield, written as a fraction of the theoretical maximum amount of product (1.0 means a 100% yield; for example, 0.34 means a 34% yield). (1) The reactants are C([O-])([O-])=O.[K+].[K+].[CH3:7][O:8][C:9]1[CH:10]=[C:11]([OH:17])[CH:12]=[CH:13][C:14]=1[O:15][CH3:16].Br[CH2:19][CH2:20][OH:21]. The catalyst is CN(C=O)C.CCOC(C)=O. The product is [CH3:7][O:8][C:9]1[CH:10]=[C:11]([CH:12]=[CH:13][C:14]=1[O:15][CH3:16])[O:17][CH2:19][CH2:20][OH:21]. The yield is 0.600. (2) The reactants are [CH3:1][N:2]1[C:7](=[O:8])[C:6]([C:9]2[CH2:13][CH:12]([C:14]3[CH:19]=[CH:18][CH:17]=[CH:16][CH:15]=3)[O:11][N:10]=2)=[CH:5][C:4]([C:20]([OH:22])=O)=[N:3]1.[F:23][C:24]1[CH:29]=[CH:28][C:27]([CH2:30][NH2:31])=[CH:26][C:25]=1[O:32][CH3:33].C(N(C(C)C)C(C)C)C.CN(C(ON1N=NC2C=CC=NC1=2)=[N+](C)C)C.F[P-](F)(F)(F)(F)F. The catalyst is CN(C=O)C. The product is [F:23][C:24]1[CH:29]=[CH:28][C:27]([CH2:30][NH:31][C:20]([C:4]2[CH:5]=[C:6]([C:9]3[CH2:13][CH:12]([C:14]4[CH:19]=[CH:18][CH:17]=[CH:16][CH:15]=4)[O:11][N:10]=3)[C:7](=[O:8])[N:2]([CH3:1])[N:3]=2)=[O:22])=[CH:26][C:25]=1[O:32][CH3:33]. The yield is 0.411.